This data is from Reaction yield outcomes from USPTO patents with 853,638 reactions. The task is: Predict the reaction yield, written as a fraction of the theoretical maximum amount of product (1.0 means a 100% yield; for example, 0.34 means a 34% yield). (1) The reactants are [C:1]([C:5]1[NH:6][C:7]([C:25]2[CH:30]=[CH:29][C:28]([F:31])=[CH:27][CH:26]=2)=[C:8]([C:10]2[N:15]=[C:14]3[N:16]([CH2:20][C:21]([CH3:24])([CH3:23])[CH3:22])[C:17]([NH2:19])=[N:18][C:13]3=[CH:12][CH:11]=2)[N:9]=1)([CH3:4])([CH3:3])[CH3:2].[CH3:32][S:33]([OH:36])(=[O:35])=[O:34]. The catalyst is CO.CCOC(C)=O. The product is [CH3:32][S:33]([OH:36])(=[O:35])=[O:34].[CH3:32][S:33]([OH:36])(=[O:35])=[O:34].[C:1]([C:5]1[NH:6][C:7]([C:25]2[CH:26]=[CH:27][C:28]([F:31])=[CH:29][CH:30]=2)=[C:8]([C:10]2[N:15]=[C:14]3[N:16]([CH2:20][C:21]([CH3:24])([CH3:23])[CH3:22])[C:17]([NH2:19])=[N:18][C:13]3=[CH:12][CH:11]=2)[N:9]=1)([CH3:2])([CH3:3])[CH3:4]. The yield is 0.860. (2) The reactants are [C:1]([C:5](=[CH:11][C:12]1[CH:17]=[CH:16][C:15]([O:18][CH3:19])=[CH:14][C:13]=1[CH2:20][N:21]([C:29]([O:31][C:32]([CH3:35])([CH3:34])[CH3:33])=[O:30])[C:22]([O:24][C:25]([CH3:28])([CH3:27])[CH3:26])=[O:23])[CH2:6][C:7]([O:9][CH3:10])=[O:8])([O:3][CH3:4])=[O:2].[H][H]. The catalyst is [Pd].C(OCC)(=O)C. The product is [C:1]([CH:5]([CH2:11][C:12]1[CH:17]=[CH:16][C:15]([O:18][CH3:19])=[CH:14][C:13]=1[CH2:20][N:21]([C:29]([O:31][C:32]([CH3:35])([CH3:34])[CH3:33])=[O:30])[C:22]([O:24][C:25]([CH3:28])([CH3:26])[CH3:27])=[O:23])[CH2:6][C:7]([O:9][CH3:10])=[O:8])([O:3][CH3:4])=[O:2]. The yield is 1.00. (3) The reactants are [ClH:1].Cl.CN1[CH2:9][CH2:8][N:7]([C:10](=[O:34])[CH2:11][O:12][C:13]2[CH:18]=[CH:17][CH:16]=[C:15]([CH2:19][O:20][C:21]3[C:22]([NH:27][C:28]4[S:29][CH:30]=[C:31]([CH3:33])[N:32]=4)=[N:23][CH:24]=[CH:25][CH:26]=3)[CH:14]=2)CC1.C(N(CC)CC)C.[NH:42]1[C:46](CCN)=[CH:45][N:44]=[CH:43]1.Cl. No catalyst specified. The product is [ClH:1].[ClH:1].[NH:42]1[C:46]([CH2:9][CH2:8][NH:7][C:10](=[O:34])[CH2:11][O:12][C:13]2[CH:18]=[CH:17][CH:16]=[C:15]([CH2:19][O:20][C:21]3[C:22]([NH:27][C:28]4[S:29][CH:30]=[C:31]([CH3:33])[N:32]=4)=[N:23][CH:24]=[CH:25][CH:26]=3)[CH:14]=2)=[CH:45][N:44]=[CH:43]1. The yield is 0.400. (4) The catalyst is CN(C=O)C. The yield is 0.770. The reactants are [Br:1]N1C(=O)CCC1=O.[C:9]1([N:15]2[CH2:21][CH2:20][CH2:19][CH2:18][CH2:17][CH2:16]2)[CH:14]=[CH:13][CH:12]=[CH:11][CH:10]=1. The product is [Br:1][C:12]1[CH:13]=[CH:14][C:9]([N:15]2[CH2:21][CH2:20][CH2:19][CH2:18][CH2:17][CH2:16]2)=[CH:10][CH:11]=1. (5) The reactants are C(OC([NH:8][CH:9]([C:28](=[O:32])[N:29]([CH3:31])[CH3:30])[CH2:10][C:11]1[CH:16]=[CH:15][C:14]([C:17]2[CH:22]=[CH:21][C:20]([CH2:23][CH2:24][C:25]([OH:27])=[O:26])=[CH:19][CH:18]=2)=[CH:13][CH:12]=1)=O)(C)(C)C.C(Cl)[Cl:34]. No catalyst specified. The product is [ClH:34].[NH2:8][CH:9]([C:28](=[O:32])[N:29]([CH3:31])[CH3:30])[CH2:10][C:11]1[CH:12]=[CH:13][C:14]([C:17]2[CH:22]=[CH:21][C:20]([CH2:23][CH2:24][C:25]([OH:27])=[O:26])=[CH:19][CH:18]=2)=[CH:15][CH:16]=1. The yield is 0.830.